This data is from Catalyst prediction with 721,799 reactions and 888 catalyst types from USPTO. The task is: Predict which catalyst facilitates the given reaction. Reactant: [F:1][C:2]([F:23])([F:22])[CH:3]([C:5]1[CH:10]=[CH:9][C:8]([N:11]2[CH2:15][CH2:14][C:13]3([CH2:20][CH2:19][NH:18][CH2:17][CH2:16]3)[C:12]2=[O:21])=[CH:7][CH:6]=1)[OH:4].[F:24][C:25]([F:38])([F:37])[O:26][C:27]1[CH:32]=[CH:31][CH:30]=[CH:29][C:28]=1[S:33](Cl)(=[O:35])=[O:34]. Product: [F:23][C:2]([F:1])([F:22])[CH:3]([C:5]1[CH:10]=[CH:9][C:8]([N:11]2[CH2:15][CH2:14][C:13]3([CH2:16][CH2:17][N:18]([S:33]([C:28]4[CH:29]=[CH:30][CH:31]=[CH:32][C:27]=4[O:26][C:25]([F:24])([F:37])[F:38])(=[O:35])=[O:34])[CH2:19][CH2:20]3)[C:12]2=[O:21])=[CH:7][CH:6]=1)[OH:4]. The catalyst class is: 17.